From a dataset of Forward reaction prediction with 1.9M reactions from USPTO patents (1976-2016). Predict the product of the given reaction. (1) The product is: [CH3:1][O:2][C:3]1[CH:4]=[CH:5][C:6]([C:9]2[N:10]([CH2:21][CH2:22][CH2:23][NH:24][CH3:25])[C:11](=[N:14][C:15]3[CH:20]=[CH:19][CH:18]=[CH:17][CH:16]=3)[S:12][CH:13]=2)=[CH:7][CH:8]=1. Given the reactants [CH3:1][O:2][C:3]1[CH:8]=[CH:7][C:6]([C:9]2[N:10]([CH2:21][CH2:22][CH2:23][N:24](C)[C:25](=O)[O-])[C:11](=[N:14][C:15]3[CH:20]=[CH:19][CH:18]=[CH:17][CH:16]=3)[S:12][CH:13]=2)=[CH:5][CH:4]=1.Cl, predict the reaction product. (2) Given the reactants C1C=CC=CC=1.[C:7]1([CH3:35])[CH:12]=[C:11]([CH3:13])[CH:10]=[C:9]([CH3:14])[C:8]=1[NH:15][CH2:16][C:17]1[CH:26]=[CH:25][C:24]2[C:19](=[CH:20][CH:21]=[CH:22][CH:23]=2)[C:18]=1[C:27]1[N:32]=[C:31]([CH:33]=O)[CH:30]=[CH:29][CH:28]=1.[CH:36]([C:39]1[CH:45]=[CH:44][CH:43]=[C:42]([CH:46]([CH3:48])[CH3:47])[C:40]=1[NH2:41])([CH3:38])[CH3:37].O.C1(C)C=CC(S(O)(=O)=O)=CC=1, predict the reaction product. The product is: [CH:46]([C:42]1[CH:43]=[CH:44][CH:45]=[C:39]([CH:36]([CH3:38])[CH3:37])[C:40]=1[N:41]=[CH:33][C:31]1[N:32]=[C:27]([C:18]2[C:19]3[C:24](=[CH:23][CH:22]=[CH:21][CH:20]=3)[CH:25]=[CH:26][C:17]=2[CH2:16][NH:15][C:8]2[C:7]([CH3:35])=[CH:12][C:11]([CH3:13])=[CH:10][C:9]=2[CH3:14])[CH:28]=[CH:29][CH:30]=1)([CH3:48])[CH3:47]. (3) Given the reactants [F:1][C:2]1[CH:7]=[CH:6][C:5]([C:8]2[O:9][C:10]3[CH:20]=[CH:19][C:18]([C:21]4[CH:22]=[C:23]([CH:27]=[CH:28][C:29]=4[CH3:30])[C:24]([OH:26])=O)=[CH:17][C:11]=3[C:12]=2[C:13](=[O:16])[NH:14][CH3:15])=[CH:4][CH:3]=1.C([N:33]([CH:37]([CH3:39])[CH3:38])C(C)C)C.CN(C(O[N:48]1N=N[C:50]2[CH:51]=[CH:52][CH:53]=[N:54][C:49]1=2)=[N+](C)C)C.F[P-](F)(F)(F)(F)F.[C:64](O)([C:66](F)(F)F)=O.[CH3:71]N(C=O)C, predict the reaction product. The product is: [N:48]1[C:49]2[C:50](=[CH:51][CH:52]=[CH:53][N:54]=2)[CH:66]=[CH:64][C:71]=1[C:37]1([NH:33][C:24]([C:23]2[CH:27]=[CH:28][C:29]([CH3:30])=[C:21]([C:18]3[CH:19]=[CH:20][C:10]4[O:9][C:8]([C:5]5[CH:4]=[CH:3][C:2]([F:1])=[CH:7][CH:6]=5)=[C:12]([C:13]([NH:14][CH3:15])=[O:16])[C:11]=4[CH:17]=3)[CH:22]=2)=[O:26])[CH2:38][CH2:39]1. (4) Given the reactants C1C=CC2N(O)N=NC=2C=1.CCN=C=NCCCN(C)C.[Cl:22][C:23]1[CH:24]=[C:25]([CH:29]=[CH:30][C:31]=1[O:32][CH:33]([CH3:35])[CH3:34])[C:26]([OH:28])=O.[F:36][C:37]1[CH:38]=[C:39]2[C:43](=[C:44](/[C:46](/[NH:49]O)=[N:47]/[H])[CH:45]=1)[NH:42][CH:41]=[C:40]2[CH2:51][CH2:52][C:53]([O:55][CH2:56][CH3:57])=[O:54].CCCC[N+](CCCC)(CCCC)CCCC.[F-], predict the reaction product. The product is: [Cl:22][C:23]1[CH:24]=[C:25]([C:26]2[O:28][N:47]=[C:46]([C:44]3[CH:45]=[C:37]([F:36])[CH:38]=[C:39]4[C:43]=3[NH:42][CH:41]=[C:40]4[CH2:51][CH2:52][C:53]([O:55][CH2:56][CH3:57])=[O:54])[N:49]=2)[CH:29]=[CH:30][C:31]=1[O:32][CH:33]([CH3:35])[CH3:34]. (5) Given the reactants [NH2:1][C:2]1[CH:3]=[C:4]([C:8]2[CH:12]=[C:11]([C:13]3[C:18]([Cl:19])=[CH:17][CH:16]=[CH:15][C:14]=3[Cl:20])[O:10][N:9]=2)[CH:5]=[CH:6][CH:7]=1.C(N(CC)CC)C.[Cl:28][CH:29]([Cl:33])[C:30](Cl)=[O:31], predict the reaction product. The product is: [Cl:28][CH:29]([Cl:33])[C:30]([NH:1][C:2]1[CH:7]=[CH:6][CH:5]=[C:4]([C:8]2[CH:12]=[C:11]([C:13]3[C:14]([Cl:20])=[CH:15][CH:16]=[CH:17][C:18]=3[Cl:19])[O:10][N:9]=2)[CH:3]=1)=[O:31]. (6) Given the reactants [Br:1][C:2]1[CH:3]=[C:4]([OH:8])[CH:5]=[N:6][CH:7]=1.[C:9]([O:13][C:14](=[O:25])[NH:15][CH:16]([C:19]1[CH:24]=[CH:23][CH:22]=[CH:21][CH:20]=1)[CH2:17]O)([CH3:12])([CH3:11])[CH3:10].C1(P(C2C=CC=CC=2)C2C=CC=CC=2)C=CC=CC=1, predict the reaction product. The product is: [C:9]([O:13][C:14](=[O:25])[NH:15][C@@H:16]([C:19]1[CH:20]=[CH:21][CH:22]=[CH:23][CH:24]=1)[CH2:17][O:8][C:4]1[CH:5]=[N:6][CH:7]=[C:2]([Br:1])[CH:3]=1)([CH3:10])([CH3:11])[CH3:12].